This data is from Forward reaction prediction with 1.9M reactions from USPTO patents (1976-2016). The task is: Predict the product of the given reaction. (1) Given the reactants Cl[Sn]Cl.O.[Cl:5][C:6]1[N:11]=[C:10]([NH:12][CH2:13][CH3:14])[C:9]([N+:15]([O-])=O)=[CH:8][CH:7]=1.O.[OH-].[Na+], predict the reaction product. The product is: [NH2:15][C:9]1[C:10]([NH:12][CH2:13][CH3:14])=[N:11][C:6]([Cl:5])=[CH:7][CH:8]=1. (2) Given the reactants Br[C:2]1[C:3]([N:22]2[CH2:25][CH:24]([CH2:26][OH:27])[CH2:23]2)=[N:4][CH:5]=[C:6]([CH:21]=1)[C:7]([NH:9][C:10]1[CH:15]=[CH:14][C:13]([O:16][C:17]([F:20])([F:19])[F:18])=[CH:12][CH:11]=1)=[O:8].O1CCCCC1[N:34]1[C:38](B2OC(C)(C)C(C)(C)O2)=[CH:37][CH:36]=[N:35]1, predict the reaction product. The product is: [OH:27][CH2:26][CH:24]1[CH2:25][N:22]([C:3]2[C:2]([C:36]3[NH:35][N:34]=[CH:38][CH:37]=3)=[CH:21][C:6]([C:7]([NH:9][C:10]3[CH:15]=[CH:14][C:13]([O:16][C:17]([F:20])([F:19])[F:18])=[CH:12][CH:11]=3)=[O:8])=[CH:5][N:4]=2)[CH2:23]1. (3) The product is: [CH3:15][C:14](=[CH2:13])[CH2:16][CH:1]([C:2]1[CH:7]=[CH:6][CH:5]=[CH:4][CH:3]=1)[OH:8]. Given the reactants [CH:1](=[O:8])[C:2]1[CH:7]=[CH:6][CH:5]=[CH:4][CH:3]=1.C(O[CH2:13][C:14](=[CH2:16])[CH3:15])(=O)C.O.CCN(CC)CC.CC1C(C)=C(C)C(C)=C(C)C=1C, predict the reaction product. (4) Given the reactants [C:1]([C:5]1[CH:6]=[C:7]([NH:21][C:22]([NH:24][C:25]2[C:34]3[C:29](=[CH:30][CH:31]=[CH:32][CH:33]=3)[C:28]([O:35][C:36]3[CH:41]=[CH:40][N:39]=[C:38]([NH:42][C:43]4[CH:48]=[C:47]([O:49][CH2:50][CH2:51][O:52][CH2:53][CH2:54][O:55][CH2:56][CH2:57][O:58][CH3:59])[CH:46]=[C:45]([O:60][CH3:61])[CH:44]=4)[N:37]=3)=[CH:27][CH:26]=2)=[O:23])[C:8]([O:19][CH3:20])=[C:9]([CH:18]=1)[C:10]([NH:12][CH2:13][C:14]([O:16]C)=[O:15])=[O:11])([CH3:4])([CH3:3])[CH3:2].[OH-].[Na+].Cl, predict the reaction product. The product is: [C:1]([C:5]1[CH:6]=[C:7]([NH:21][C:22]([NH:24][C:25]2[C:34]3[C:29](=[CH:30][CH:31]=[CH:32][CH:33]=3)[C:28]([O:35][C:36]3[CH:41]=[CH:40][N:39]=[C:38]([NH:42][C:43]4[CH:48]=[C:47]([O:49][CH2:50][CH2:51][O:52][CH2:53][CH2:54][O:55][CH2:56][CH2:57][O:58][CH3:59])[CH:46]=[C:45]([O:60][CH3:61])[CH:44]=4)[N:37]=3)=[CH:27][CH:26]=2)=[O:23])[C:8]([O:19][CH3:20])=[C:9]([CH:18]=1)[C:10]([NH:12][CH2:13][C:14]([OH:16])=[O:15])=[O:11])([CH3:4])([CH3:2])[CH3:3]. (5) Given the reactants I[C:2]1[CH:10]=[C:9]2[C:5]([C:6](/[CH:19]=[CH:20]/[C:21]3[CH:26]=[CH:25][CH:24]=[CH:23][N:22]=3)=[N:7][N:8]2[CH2:11][O:12][CH2:13][CH2:14][Si:15]([CH3:18])([CH3:17])[CH3:16])=[CH:4][CH:3]=1.[C:27](=[O:30])([O-])[O-].[K+].[K+].C([N:35]([CH2:38][CH3:39])CC)C.[C:40]([O:43][CH2:44][CH3:45])(=[O:42])C.[CH3:46][CH2:47][CH2:48][CH2:49]CC, predict the reaction product. The product is: [CH3:14][Si:15]([CH3:17])([CH3:16])[CH2:45][CH2:44][O:43][C:40](=[O:42])[NH:35][C:38]1[CH:39]=[CH:49][CH:48]=[C:47]([C:27]([C:2]2[CH:10]=[C:9]3[C:5]([C:6]([CH2:19][CH2:20][C:21]4[CH:26]=[CH:25][CH:24]=[CH:23][N:22]=4)=[N:7][N:8]3[CH2:11][O:12][CH2:13][CH2:14][Si:15]([CH3:18])([CH3:17])[CH3:16])=[CH:4][CH:3]=2)=[O:30])[CH:46]=1. (6) Given the reactants Br[C:2]1[C:3]([O:32][CH2:33][O:34][CH3:35])=[CH:4][C:5]([O:27][CH2:28][CH:29]2[CH2:31][CH2:30]2)=[C:6]([CH:26]=1)[CH2:7][O:8][Si:9]([C:22]([CH3:25])([CH3:24])[CH3:23])([C:16]1[CH:21]=[CH:20][CH:19]=[CH:18][CH:17]=1)[C:10]1[CH:15]=[CH:14][CH:13]=[CH:12][CH:11]=1.C([Sn](CCCC)(CCCC)[C:41]([O:43][CH2:44][CH3:45])=[CH2:42])CCC.CN1CCCC1=O, predict the reaction product. The product is: [C:22]([Si:9]([O:8][CH2:7][C:6]1[CH:26]=[C:2]([C:41]([O:43][CH2:44][CH3:45])=[CH2:42])[C:3]([O:32][CH2:33][O:34][CH3:35])=[CH:4][C:5]=1[O:27][CH2:28][CH:29]1[CH2:31][CH2:30]1)([C:16]1[CH:21]=[CH:20][CH:19]=[CH:18][CH:17]=1)[C:10]1[CH:15]=[CH:14][CH:13]=[CH:12][CH:11]=1)([CH3:23])([CH3:25])[CH3:24].